Task: Predict the reaction yield, written as a fraction of the theoretical maximum amount of product (1.0 means a 100% yield; for example, 0.34 means a 34% yield).. Dataset: Reaction yield outcomes from USPTO patents with 853,638 reactions (1) The reactants are Br[C:2]1[CH:7]=[CH:6][CH:5]=[CH:4][C:3]=1[O:8][CH3:9].[Cl:10][C:11]1[CH:16]=[CH:15][C:14](B(O)O)=[CH:13][CH:12]=1.[F-].[K+]. The catalyst is C1COCC1. The product is [CH3:9][O:8][C:3]1[CH:4]=[CH:5][CH:6]=[CH:7][C:2]=1[C:14]1[CH:15]=[CH:16][C:11]([Cl:10])=[CH:12][CH:13]=1. The yield is 0.950. (2) The reactants are [CH3:1][C:2]1[C:10]2[C:9]([OH:11])=[N:8][CH:7]=[N:6][C:5]=2[S:4][CH:3]=1.[Cl:12]Cl. The catalyst is C(O)(=O)C. The product is [Cl:12][C:3]1[S:4][C:5]2[N:6]=[CH:7][N:8]=[C:9]([OH:11])[C:10]=2[C:2]=1[CH3:1]. The yield is 0.820. (3) The reactants are Cl[C:2]1[C:6]([C:7]([N:9]([O:11][CH3:12])[CH3:10])=[O:8])=[CH:5][N:4]([CH2:13][C:14]2[CH:19]=[CH:18][C:17]([O:20][CH3:21])=[CH:16][CH:15]=2)[N:3]=1.[CH2:22]([CH2:27][NH2:28])[CH2:23][CH2:24][CH2:25][CH3:26].[CH3:29]N1C(=O)CCC1. No catalyst specified. The product is [CH2:27]([NH:28][C:2]1[C:6]([C:7]([N:9]([O:11][CH3:12])[CH3:10])=[O:8])=[CH:5][N:4]([CH2:13][C:14]2[CH:19]=[CH:18][C:17]([O:20][CH3:21])=[CH:16][CH:15]=2)[N:3]=1)[C:22]1[CH:29]=[CH:26][CH:25]=[CH:24][CH:23]=1. The yield is 0.120.